Dataset: Drug-target binding data from BindingDB using Ki measurements. Task: Regression. Given a target protein amino acid sequence and a drug SMILES string, predict the binding affinity score between them. We predict pKi (pKi = -log10(Ki in M); higher means stronger inhibition). Dataset: bindingdb_ki. (1) The target protein (P21555) has sequence MNSTLFSRVENYSVHYNVSENSPFLAFENDDCHLPLAVIFTLALAYGAVIILGVSGNLALIIIILKQKEMRNVTNILIVNLSFSDLLVAVMCLPFTFVYTLMDHWVFGETMCKLNPFVQCVSITVSIFSLVLIAVERHQLIINPRGWRPNNRHAYIGITVIWVLAVASSLPFVIYQILTDEPFQNVSLAAFKDKYVCFDKFPSDSHRLSYTTLLLVLQYFGPLCFIFICYFKIYIRLKRRNNMMDKIRDSKYRSSETKRINVMLLSIVVAFAVCWLPLTIFNTVFDWNHQIIATCNHNLLFLLCHLTAMISTCVNPIFYGFLNKNFQRDLQFFFNFCDFRSRDDDYETIAMSTMHTDVSKTSLKQASPVAFKKISMNDNEKI. The pKi is 9.8. The small molecule is CC[C@H](C)[C@H](NC(=O)[C@H](Cc1ccc(O)cc1)NC(=O)[C@H](Cc1cnc[nH]1)NC(=O)[C@H](CCCNC(=N)N)NC(=O)[C@H](CC(C)C)NC(=O)[C@H](C)NC(=O)[C@H](CO)NC(=O)[C@H](Cc1ccc(O)cc1)NC(=O)[C@H](Cc1ccc(O)cc1)NC(=O)[C@H](CCCNC(=N)N)NC(=O)[C@H](C)NC(=O)[C@H](CC(C)C)NC(=O)[C@H](CC(=O)O)NC(=O)[C@H](CCC(=O)O)NC(=O)[C@H](C)NC(=O)[C@@H]1CCCN1C(=O)[C@H](C)NC(=O)[C@H](CC(=O)O)NC(=O)[C@H](CCC(=O)O)NC(=O)CNC(=O)[C@@H]1CCCN1C(=O)[C@H](CC(N)=O)NC(=O)[C@H](CC(=O)O)NC(=O)[C@@H]1CCCN1C(=O)[C@H](CCCCN)NC(=O)[C@H](CO)NC(=O)[C@@H]1CCCN1C(=O)[C@@H](N)Cc1ccc(O)cc1)C(=O)N[C@@H](CC(N)=O)C(=O)N[C@@H](CC(C)C)C(=O)N[C@H](C(=O)N[C@H](C(=O)N[C@@H](CCCNC(=N)N)C(=O)N[C@@H](CCC(N)=O)C(=O)N[C@@H](CCCNC(=N)N)C(=O)N[C@@H](Cc1ccc(O)cc1)C(N)=O)[C@@H](C)O)[C@@H](C)CC. (2) The drug is CN[C@@H](C)C(=O)N[C@H]1CNCC[C@H]2CC[C@@H](C(=O)NC(c3ccccc3)c3ccccc3)N2C1=O. The pKi is 8.3. The target protein (Q96P09) has sequence MTGYEARLITFGTWMYSVNKEQLARAGFYAIGQEDKVQCFHCGGGLANWKPKEDPWEQHAKWYPGCKYLLEEKGHEYINNIHLTRSLEGALVQTTKKTPSLTKRISDTIFPNPMLQEAIRMGFDFKDVKKIMEERIQTSGSNYKTLEVLVADLVSAQKDTTENELNQTSLQREISPEEPLRRLQEEKLCKICMDRHIAVVFIPCGHLVTCKQCAEAVDRCPMCSAVIDFKQRVFMS. (3) The compound is O=C(CP(=O)(O)O)NCCCc1ccc(-c2ccccc2)cc1. The target protein (A9JQL9) has sequence MTMMDMNFKYCHKIMKKHSKSFSYAFDLLPEDQRKAVWAIYAVCRKIDDSIDVYGDIQFLNQIKEDIQSIEKYPYEYHHFQSDRRIMMALQHVAQHKNIAFQSFYNLIDTVYKDQHFTMFETDAELFGYCYGVAGTVGEVLTPILSDHETHQTYDVARRLGESLQLINILRDVGEDFENERIYFSKQRLKQYEVDIAEVYQNGVNNHYIDLWEYYAAIAEKDFRDVMDQIKVFSIEAQPIIELAARIYIEILDEVRQANYTLHERVFVEKRKKAKLFHEINSKYHRI. The pKi is 6.1. (4) The drug is O=C(O)CC(O)(CSCCCCCc1ccccc1)C(=O)O. The target protein (P16638) has sequence MSAKAISEQTGKELLYKYICTTSAIQNRFKYARVTPDTDWAHLLQDHPWLLSQSLVVKPDQLIKRRGKLGLVGVNLSLDGVKSWLKPRLGHEATVGKAKGFLKNFLIEPFVPHSQAEEFYVCIYATREGDYVLFHHEGGVDVGDVDTKAQKLLVGVDEKLNAEDIKRHLLVHAPEDKKEILASFISGLFNFYEDLYFTYLEINPLVVTKDGVYILDLAAKVDATADYICKVKWGDIEFPPPFGREAYPEEAYIADLDAKSGASLKLTLLNPKGRIWTMVAGGGASVVYSDTICDLGGVNELANYGEYSGAPSEQQTYDYAKTILSLMTREKHPDGKILIIGGSIANFTNVAATFKGIVRAIRDYQGSLKEHEVTIFVRRGGPNYQEGLRVMGEVGKTTGIPIHVFGTETHMTAIVGMAWAPAIPNQPPTAAHTANFLLNASGSTSTPAPSRTASFSESRADEVAPAKKAKPAMPQDSVPSPRSLQGKSATLFSRHTKAIV.... The pKi is 3.3. (5) The small molecule is C[C@@](Cc1ccccc1)(NC(=O)[C@H](Cc1ccccc1)CP(=O)(O)[C@@H]([NH3+])Cc1ccccc1)C(=O)O. The target protein (Q95334) has sequence MSTDSKRYCIKTKHVAIICAAVVAVGLIVGLSVGLTRSCDSKDGGQGTTQSPSHLPPTSSPPQDQGVCPASEDESGNWRDFRLPDFINPVHYDLQVKPLLEQDTYTGTVNISINVTSPTQHLWLHLRETRITQLPVLWRPSGEQVQVRRCFEYKKQEYVVVEAEEELAPNSGEGLYHLTMEFAGWLNGSLVGFYRTTYVEKGQIKSIAATDHEPTDARKSFPCFDEPNKKATYTISIIHPKEYKALSNMPVEKEESVDDIWTQTTFQKSVPMSTYLVCFAVHQFDSVTRTSRSGKPLTIYVQPEQKHTAEYAANITKSVFDYFEDYFAMEYSLPKLDKIAIPDFGTGAMENWGLITYRETNLLYDPNESASSNQQRVAAVVAHELVHQWFGNIVTMEWWEDLWLNEGFASFFEFLGVDHAEKEWQMRDQILLEDVLPVQEDDSLISSHPIVVTVSTPAEITSVFDGISYSKGASILRMLEDWITPEKFQKGCQEYLKKFE.... The pKi is 10. (6) The compound is CC#CCNc1ccc(S(=O)(=O)N2CC[C@@H](S)C2)cc1. The target protein sequence is RADPDPMKNTCKLLVVADHRFYRYMGRGEESTTTNYLIELIDRVDDIYRNTAWDNAGFKGYGIQIEQIRILKSPQEVKPGEKHYNMAKSYPNEEKDAWDVKMLLEQFSFDIAEEASKVCLAHLFTYQDFDMGTLGLAYVGSPRANSHGGVCPKAYYSPVGKKNIYLNSGLTSTKNYGKTILTKEADLVTTHELGHNFGAEHDPDGLAECAPNEDQGGKYVMYPIAVSGDHENNKMFSQCSKQSIYKTIESKAQECFQERSNKV. The pKi is 8.3.